From a dataset of Forward reaction prediction with 1.9M reactions from USPTO patents (1976-2016). Predict the product of the given reaction. (1) The product is: [CH2:4]([O:3][C:1](=[O:2])/[C:24](/[CH2:25][O:21][CH2:19][CH3:20])=[CH:23]\[O:9][CH3:10])[CH3:5]. Given the reactants [CH:1]([O:3][CH2:4][CH3:5])=[O:2].S(OC)([O:9][CH3:10])(=O)=O.[Cl-].C([NH+]([CH2:19][CH3:20])CC)C.[OH-:21].[Na+].[CH3:23][CH2:24][CH2:25]CCC, predict the reaction product. (2) Given the reactants [F:1][C:2]([F:34])([F:33])[C:3]1[CH:4]=[C:5]([C:13]([N:15]2[CH2:20][CH2:19][C@H:18]([N:21]3[CH2:26][CH2:25][NH:24][CH2:23][CH2:22]3)[C@H:17]([C:27]3[CH:32]=[CH:31][CH:30]=[CH:29][CH:28]=3)[CH2:16]2)=[O:14])[CH:6]=[C:7]([C:9]([F:12])([F:11])[F:10])[CH:8]=1.[CH:35]1([C:38](Cl)=[O:39])[CH2:37][CH2:36]1, predict the reaction product. The product is: [F:34][C:2]([F:33])([F:1])[C:3]1[CH:4]=[C:5]([C:13]([N:15]2[CH2:20][CH2:19][C@H:18]([N:21]3[CH2:26][CH2:25][N:24]([C:38]([CH:35]4[CH2:37][CH2:36]4)=[O:39])[CH2:23][CH2:22]3)[C@H:17]([C:27]3[CH:32]=[CH:31][CH:30]=[CH:29][CH:28]=3)[CH2:16]2)=[O:14])[CH:6]=[C:7]([C:9]([F:10])([F:11])[F:12])[CH:8]=1. (3) Given the reactants [NH2:1][C:2]1[CH:7]=[CH:6][C:5]([N:8]2[CH2:13][CH2:12][N:11]([CH2:14][CH2:15][CH2:16][CH2:17][O:18][C:19]3[CH:28]=[C:27]4[C:22]([CH2:23][CH2:24][C:25](=[O:29])[NH:26]4)=[CH:21][CH:20]=3)[CH2:10][CH2:9]2)=[C:4]([Cl:30])[C:3]=1[Cl:31].[C:32]1(=[O:39])[O:38][C:36](=[O:37])[CH2:35][CH2:34][CH2:33]1, predict the reaction product. The product is: [Cl:31][C:3]1[C:4]([Cl:30])=[C:5]([N:8]2[CH2:9][CH2:10][N:11]([CH2:14][CH2:15][CH2:16][CH2:17][O:18][C:19]3[CH:28]=[C:27]4[C:22]([CH2:23][CH2:24][C:25](=[O:29])[NH:26]4)=[CH:21][CH:20]=3)[CH2:12][CH2:13]2)[CH:6]=[CH:7][C:2]=1[NH:1][C:32](=[O:39])[CH2:33][CH2:34][CH2:35][C:36]([OH:38])=[O:37]. (4) Given the reactants COC[O:4][CH:5]([CH2:26][N:27]1[C:32](=[O:33])[CH:31]=[N:30][C:29]2[CH:34]=[CH:35][C:36]([O:38][CH3:39])=[N:37][C:28]1=2)[CH2:6][NH:7][CH2:8][C@@H:9]1[CH2:13][N:12]([C:14]2[CH:15]=[CH:16][C:17]3[O:18][CH2:19][C:20](=[O:24])[NH:21][C:22]=3[N:23]=2)[C:11](=[O:25])[CH2:10]1.Cl, predict the reaction product. The product is: [OH:4][CH:5]([CH2:26][N:27]1[C:32](=[O:33])[CH:31]=[N:30][C:29]2[CH:34]=[CH:35][C:36]([O:38][CH3:39])=[N:37][C:28]1=2)[CH2:6][NH:7][CH2:8][C@@H:9]1[CH2:13][N:12]([C:14]2[CH:15]=[CH:16][C:17]3[O:18][CH2:19][C:20](=[O:24])[NH:21][C:22]=3[N:23]=2)[C:11](=[O:25])[CH2:10]1.